Predict the reactants needed to synthesize the given product. From a dataset of Full USPTO retrosynthesis dataset with 1.9M reactions from patents (1976-2016). (1) The reactants are: Br[C:2]1[C:3]2[N:4]([N:8]=[C:9]([NH:11][C:12]3[CH:17]=[CH:16][C:15]([O:18][CH3:19])=[CH:14][CH:13]=3)[N:10]=2)[CH:5]=[CH:6][CH:7]=1.[CH3:20][S:21]([N:24]1[CH2:29][CH2:28][NH:27][CH2:26][CH2:25]1)(=[O:23])=[O:22]. Given the product [CH3:20][S:21]([N:24]1[CH2:29][CH2:28][N:27]([C:2]2[C:3]3[N:4]([N:8]=[C:9]([NH:11][C:12]4[CH:17]=[CH:16][C:15]([O:18][CH3:19])=[CH:14][CH:13]=4)[N:10]=3)[CH:5]=[CH:6][CH:7]=2)[CH2:26][CH2:25]1)(=[O:23])=[O:22], predict the reactants needed to synthesize it. (2) The reactants are: [N:1]1[C:5]2[CH:6]=[CH:7][CH:8]=[CH:9][C:4]=2[NH:3][C:2]=1[C:10]1[NH:14][C:13]2[CH:15]=[CH:16][CH:17]=[CH:18][C:12]=2[N:11]=1.[OH-].[Na+].[CH3:21]OS(OC)(=O)=O. Given the product [CH3:21][N:1]1[C:5]2[CH:6]=[CH:7][CH:8]=[CH:9][C:4]=2[N:3]=[C:2]1[C:10]1[NH:11][C:12]2[CH:18]=[CH:17][CH:16]=[CH:15][C:13]=2[N:14]=1, predict the reactants needed to synthesize it.